Dataset: Full USPTO retrosynthesis dataset with 1.9M reactions from patents (1976-2016). Task: Predict the reactants needed to synthesize the given product. (1) Given the product [CH2:31]([O:30][CH2:29][CH2:28][CH2:27][CH2:26][CH2:25][CH2:24][CH2:23][CH2:22][CH2:21][CH2:20][CH2:19][CH2:18][O:16][C:2]1([O:1][CH2:18][CH2:19][CH2:20][CH2:21][CH2:22][CH2:23][CH2:24][CH2:25][CH2:26][CH2:27][CH2:28][CH2:29][O:56][CH2:53][CH2:51][CH2:50][CH2:49][CH2:48][CH2:47][CH2:46][CH2:45][CH2:44][CH2:43][CH2:42][CH2:41][CH2:40][CH2:39][CH2:38][CH2:37][CH2:36][CH2:35][CH2:34][CH2:33][CH2:32][CH3:31])[CH:3]=[CH:4][C:5]([C:6]([C:8]2[CH:13]=[CH:12][CH:11]=[CH:10][CH:9]=2)=[O:7])=[CH:14][CH2:15]1)[CH2:32][CH2:33][CH2:34][CH2:35][CH2:36][CH2:37][CH2:38][CH2:39][CH2:40][CH2:41][CH2:42][CH2:43][CH2:44][CH2:45][CH2:46][CH2:47][CH2:48][CH2:49][CH2:50][CH2:51][CH3:52], predict the reactants needed to synthesize it. The reactants are: [OH:1][C:2]1([OH:16])[CH:15]=[CH:14][C:5]([C:6]([C:8]2[CH:13]=[CH:12][CH:11]=[CH:10][CH:9]=2)=[O:7])=[CH:4][CH2:3]1.Br[CH2:18][CH2:19][CH2:20][CH2:21][CH2:22][CH2:23][CH2:24][CH2:25][CH2:26][CH2:27][CH2:28][CH2:29][O:30][CH2:31][CH2:32][CH2:33][CH2:34][CH2:35][CH2:36][CH2:37][CH2:38][CH2:39][CH2:40][CH2:41][CH2:42][CH2:43][CH2:44][CH2:45][CH2:46][CH2:47][CH2:48][CH2:49][CH2:50][CH2:51][CH3:52].[C:53](=[O:56])([O-])[O-].[K+].[K+].Cl. (2) Given the product [Cl:26][C:25]1[CH:24]=[CH:23][C:4]([O:5][CH:6]2[CH2:11][CH2:10][N:9]([S:12]([C:15]3[C:16]([CH3:22])=[N:17][NH:18][C:19]=3[CH3:20])(=[O:14])=[O:13])[CH2:8][CH2:7]2)=[C:3]([F:53])[CH:2]=1, predict the reactants needed to synthesize it. The reactants are: Cl[C:2]1[CH:3]=[C:4]([CH:23]=[CH:24][C:25]=1[Cl:26])[O:5][CH:6]1[CH2:11][CH2:10][N:9]([S:12]([C:15]2[C:16]([CH3:22])=[N:17][N:18](C)[C:19]=2[CH3:20])(=[O:14])=[O:13])[CH2:8][CH2:7]1.CC1C(S(Cl)(=O)=O)=C(C)NN=1.Cl.ClC1C=CC(OC2CCNCC2)=C([F:53])C=1. (3) The reactants are: Cl.[NH:2]1[CH2:7][CH2:6][CH2:5][C@@H:4]([OH:8])[CH2:3]1.[H-].[Na+].[O:11]1[C:15]2[CH:16]=[CH:17][CH:18]=[CH:19][C:14]=2[CH:13]=[C:12]1[C:20]1[N:24]2[N:25]=[C:26](Cl)[CH:27]=[CH:28][C:23]2=[N:22][CH:21]=1. Given the product [O:11]1[C:15]2[CH:16]=[CH:17][CH:18]=[CH:19][C:14]=2[CH:13]=[C:12]1[C:20]1[N:24]2[N:25]=[C:26]([O:8][C@@H:4]3[CH2:5][CH2:6][CH2:7][NH:2][CH2:3]3)[CH:27]=[CH:28][C:23]2=[N:22][CH:21]=1, predict the reactants needed to synthesize it.